Dataset: Full USPTO retrosynthesis dataset with 1.9M reactions from patents (1976-2016). Task: Predict the reactants needed to synthesize the given product. Given the product [CH3:55][C:44]([NH:43][C:20]([C:19]1[C:13]2[C:14](=[N:15][CH:16]=[C:11]([C:6]3[C:5]4[C:9](=[CH:10][C:2]([CH3:1])=[CH:3][CH:4]=4)[NH:8][N:7]=3)[N:12]=2)[NH:17][CH:18]=1)=[O:22])([CH3:54])[CH2:45][NH:46][C:47](=[O:53])[O:48][C:49]([CH3:51])([CH3:50])[CH3:52], predict the reactants needed to synthesize it. The reactants are: [CH3:1][C:2]1[CH:10]=[C:9]2[C:5]([C:6]([C:11]3[N:12]=[C:13]4[C:19]([C:20]([OH:22])=O)=[CH:18][NH:17][C:14]4=[N:15][CH:16]=3)=[N:7][NH:8]2)=[CH:4][CH:3]=1.CCN=C=NCCCN(C)C.CCN(C(C)C)C(C)C.[NH2:43][C:44]([CH3:55])([CH3:54])[CH2:45][NH:46][C:47](=[O:53])[O:48][C:49]([CH3:52])([CH3:51])[CH3:50].